From a dataset of Full USPTO retrosynthesis dataset with 1.9M reactions from patents (1976-2016). Predict the reactants needed to synthesize the given product. (1) The reactants are: F[C:2]1[CH:10]=[C:9](B2OC(C)(C)C(C)(C)O2)[CH:8]=[CH:7][C:3]=1[C:4]([NH2:6])=[O:5].Br[C:21]1[N:26]2[CH:27]=[CH:28][N:29]=[C:25]2[C:24]([NH:30][C:31]2[CH:36]=[CH:35][C:34]([N:37]3[CH2:42][CH2:41][N:40]([CH3:43])[CH2:39][CH2:38]3)=[CH:33][CH:32]=2)=[N:23][CH:22]=1.C([O-])([O-])=O.[Na+].[Na+].[CH3:50][N:51](C)[CH:52]=O. Given the product [CH3:50][N:51]([CH3:52])[C:2]1[CH:10]=[C:9]([C:21]2[N:26]3[CH:27]=[CH:28][N:29]=[C:25]3[C:24]([NH:30][C:31]3[CH:36]=[CH:35][C:34]([N:37]4[CH2:42][CH2:41][N:40]([CH3:43])[CH2:39][CH2:38]4)=[CH:33][CH:32]=3)=[N:23][CH:22]=2)[CH:8]=[CH:7][C:3]=1[C:4]([NH2:6])=[O:5], predict the reactants needed to synthesize it. (2) Given the product [C:2]1([C:1]2[N:20]=[N:19][C:15]([OH:17])=[C:10]3[N:11]=[CH:12][CH:13]=[CH:14][C:9]=23)[CH:7]=[CH:6][CH:5]=[CH:4][CH:3]=1, predict the reactants needed to synthesize it. The reactants are: [C:1]([C:9]1[C:10]([C:15]([OH:17])=O)=[N:11][CH:12]=[CH:13][CH:14]=1)(=O)[C:2]1[CH:7]=[CH:6][CH:5]=[CH:4][CH:3]=1.O.[NH2:19][NH2:20]. (3) Given the product [F:1][C:2]1[C:3]([O:50][CH3:51])=[CH:4][C:5]([CH2:45][C:46]([F:47])([F:49])[F:48])=[C:6]([C:8]2[N:13]=[C:12]3[NH:14][N:15]=[C:16]([C:17]4[NH:53][C:52]([CH:54]5[CH2:59][CH2:58][NH:57][CH2:56][CH2:55]5)=[N:20][N:19]=4)[C:11]3=[C:10]([NH:29][CH2:30][C:31]3[CH:36]=[C:35]([O:37][CH3:38])[CH:34]=[CH:33][C:32]=3[N:39]([CH3:44])[S:40]([CH3:43])(=[O:42])=[O:41])[N:9]=2)[CH:7]=1, predict the reactants needed to synthesize it. The reactants are: [F:1][C:2]1[C:3]([O:50][CH3:51])=[CH:4][C:5]([CH2:45][C:46]([F:49])([F:48])[F:47])=[C:6]([C:8]2[N:13]=[C:12]3[N:14](COCC[Si](C)(C)C)[N:15]=[C:16]([C:17]([NH:19][NH2:20])=O)[C:11]3=[C:10]([NH:29][CH2:30][C:31]3[CH:36]=[C:35]([O:37][CH3:38])[CH:34]=[CH:33][C:32]=3[N:39]([CH3:44])[S:40]([CH3:43])(=[O:42])=[O:41])[N:9]=2)[CH:7]=1.[C:52]([CH:54]1[CH2:59][CH2:58][N:57](C(OC(C)(C)C)=O)[CH2:56][CH2:55]1)#[N:53].